This data is from Full USPTO retrosynthesis dataset with 1.9M reactions from patents (1976-2016). The task is: Predict the reactants needed to synthesize the given product. The reactants are: CN(C)C1N=CC([C:9]2[N:10]=[C:11]([CH2:36][CH3:37])[C:12]([NH:17][C@H:18]3[C@@H:22]([O:23][CH2:24][CH3:25])[CH2:21][N:20]([C:26]([O:28][CH2:29][C:30]4[CH:35]=[CH:34][CH:33]=[CH:32][CH:31]=4)=[O:27])[CH2:19]3)=[N:13][C:14]=2[CH2:15][CH3:16])=C(C)C=1.[Cl:40][C:41]1[CH:46]=[C:45]([Cl:47])[CH:44]=[CH:43][C:42]=1B(O)O. Given the product [Cl:40][C:41]1[CH:46]=[C:45]([Cl:47])[CH:44]=[CH:43][C:42]=1[C:9]1[N:10]=[C:11]([CH2:36][CH3:37])[C:12]([NH:17][C@H:18]2[C@@H:22]([O:23][CH2:24][CH3:25])[CH2:21][N:20]([C:26]([O:28][CH2:29][C:30]3[CH:31]=[CH:32][CH:33]=[CH:34][CH:35]=3)=[O:27])[CH2:19]2)=[N:13][C:14]=1[CH2:15][CH3:16], predict the reactants needed to synthesize it.